From a dataset of Catalyst prediction with 721,799 reactions and 888 catalyst types from USPTO. Predict which catalyst facilitates the given reaction. Reactant: Cl.[F:2][C:3]([F:17])([F:16])[C:4]1[CH:9]=[CH:8][CH:7]=[CH:6][C:5]=1[CH:10]1[CH2:15][CH2:14][NH:13][CH2:12][CH2:11]1.[O:18]1[C:22](=[O:23])[CH2:21][CH2:20][C:19]1=[O:24]. Product: [O:23]=[C:22]([N:13]1[CH2:12][CH2:11][CH:10]([C:5]2[CH:6]=[CH:7][CH:8]=[CH:9][C:4]=2[C:3]([F:2])([F:16])[F:17])[CH2:15][CH2:14]1)[CH2:21][CH2:20][C:19]([OH:24])=[O:18]. The catalyst class is: 2.